Dataset: Catalyst prediction with 721,799 reactions and 888 catalyst types from USPTO. Task: Predict which catalyst facilitates the given reaction. Reactant: C(OC([NH:8][C@H:9]1[CH2:14][CH2:13][CH2:12][CH2:11][C@H:10]1[NH:15][C:16]1[N:21]=[C:20]([C:22]2[S:26][N:25]=[CH:24][CH:23]=2)[C:19]2[C:27](=[O:37])[N:28](C(OC(C)(C)C)=O)[CH2:29][C:18]=2[C:17]=1[F:38])=O)(C)(C)C.Cl.O1CCOCC1.CCO. Product: [NH2:8][C@H:9]1[CH2:14][CH2:13][CH2:12][CH2:11][C@H:10]1[NH:15][C:16]1[N:21]=[C:20]([C:22]2[S:26][N:25]=[CH:24][CH:23]=2)[C:19]2[C:27](=[O:37])[NH:28][CH2:29][C:18]=2[C:17]=1[F:38]. The catalyst class is: 5.